Dataset: Catalyst prediction with 721,799 reactions and 888 catalyst types from USPTO. Task: Predict which catalyst facilitates the given reaction. Reactant: [Cl:1][C:2]1[CH:3]=[CH:4][C:5]([O:25][CH:26]([F:28])[F:27])=[C:6]([C:8]2[C:12]([NH:13][C:14]([C:16]3[CH:17]=[N:18][N:19]4[CH:24]=[CH:23][CH:22]=[N:21][C:20]=34)=[O:15])=[CH:11][NH:10][N:9]=2)[CH:7]=1.C(=O)([O-])[O-].[Cs+].[Cs+].Cl[CH2:36][C:37]([N:39]1[CH2:48][CH2:47][C:42]2([O:46][CH2:45][CH2:44][O:43]2)[CH2:41][CH2:40]1)=[O:38]. Product: [Cl:1][C:2]1[CH:3]=[CH:4][C:5]([O:25][CH:26]([F:28])[F:27])=[C:6]([C:8]2[C:12]([NH:13][C:14]([C:16]3[CH:17]=[N:18][N:19]4[CH:24]=[CH:23][CH:22]=[N:21][C:20]=34)=[O:15])=[CH:11][N:10]([CH2:36][C:37]([N:39]3[CH2:40][CH2:41][C:42]4([O:46][CH2:45][CH2:44][O:43]4)[CH2:47][CH2:48]3)=[O:38])[N:9]=2)[CH:7]=1. The catalyst class is: 204.